Dataset: Reaction yield outcomes from USPTO patents with 853,638 reactions. Task: Predict the reaction yield, written as a fraction of the theoretical maximum amount of product (1.0 means a 100% yield; for example, 0.34 means a 34% yield). (1) The reactants are F[C:2]1[C:3]([CH3:22])=[N:4][C:5]2[C:10]([N:11]=1)=[C:9]([C:12]1[NH:20][C:19]3[CH2:18][CH2:17][NH:16][C:15](=[O:21])[C:14]=3[CH:13]=1)[CH:8]=[CH:7][CH:6]=2.[NH2:23][C@@H:24]1[CH2:29][CH2:28][C@H:27]([OH:30])[CH2:26][CH2:25]1.CCN(C(C)C)C(C)C. No catalyst specified. The product is [OH:30][C@@H:27]1[CH2:28][CH2:29][C@H:24]([NH:23][C:2]2[C:3]([CH3:22])=[N:4][C:5]3[C:10]([N:11]=2)=[C:9]([C:12]2[NH:20][C:19]4[CH2:18][CH2:17][NH:16][C:15](=[O:21])[C:14]=4[CH:13]=2)[CH:8]=[CH:7][CH:6]=3)[CH2:25][CH2:26]1. The yield is 0.260. (2) The reactants are [Cl:1][C:2]1[CH:3]=[C:4]([CH:8]=[CH:9][C:10]=1[CH:11]([O:13][C:14]1[CH:19]=[CH:18][CH:17]=[CH:16][CH:15]=1)[CH3:12])[C:5]([OH:7])=O.Cl.CN(C)CCCN=C=NCC.[NH2:32][CH2:33][C:34]1[C:35]([OH:42])=[N:36][C:37]([CH3:41])=[CH:38][C:39]=1[CH3:40]. The catalyst is ClCCl. The product is [Cl:1][C:2]1[CH:3]=[C:4]([CH:8]=[CH:9][C:10]=1[CH:11]([O:13][C:14]1[CH:19]=[CH:18][CH:17]=[CH:16][CH:15]=1)[CH3:12])[C:5]([NH:32][CH2:33][C:34]1[C:35]([OH:42])=[N:36][C:37]([CH3:41])=[CH:38][C:39]=1[CH3:40])=[O:7]. The yield is 0.880.